The task is: Predict the product of the given reaction.. This data is from Forward reaction prediction with 1.9M reactions from USPTO patents (1976-2016). (1) Given the reactants C([N:8]1[C@@H:16]2[C@@H:11]([CH2:12][CH2:13][CH2:14][CH2:15]2)[CH2:10][C@H:9]1[C:17]([OH:19])=[O:18])(OC(C)(C)C)=O.[CH3:20][N:21]([CH3:28])[CH2:22][C:23]([CH3:27])([CH3:26])[CH2:24]O.[ClH:29].CN(C)CCCN=C=NCC.C1C=CC2N(O)N=NC=2C=1, predict the reaction product. The product is: [ClH:29].[CH3:20][N:21]([CH3:28])[CH2:22][C:23]([CH3:27])([CH3:26])[CH2:24][O:19][C:17]([CH:9]1[CH2:10][C@H:11]2[C@H:16]([CH2:15][CH2:14][CH2:13][CH2:12]2)[NH:8]1)=[O:18]. (2) The product is: [ClH:39].[Br:1][C:2]1[CH:3]=[C:4]([S:17]([N:20]2[CH2:21][CH2:22][NH:23][CH2:24][CH2:25]2)(=[O:18])=[O:19])[CH:5]=[C:6]([O:8][C:9]2[CH:14]=[C:13]([CH3:15])[CH:12]=[C:11]([CH3:16])[CH:10]=2)[CH:7]=1. Given the reactants [Br:1][C:2]1[CH:3]=[C:4]([S:17]([N:20]2[CH2:25][CH2:24][N:23](C(OC(C)(C)C)=O)[CH2:22][CH2:21]2)(=[O:19])=[O:18])[CH:5]=[C:6]([O:8][C:9]2[CH:14]=[C:13]([CH3:15])[CH:12]=[C:11]([CH3:16])[CH:10]=2)[CH:7]=1.O1CCOCC1.[ClH:39], predict the reaction product.